This data is from Reaction yield outcomes from USPTO patents with 853,638 reactions. The task is: Predict the reaction yield, written as a fraction of the theoretical maximum amount of product (1.0 means a 100% yield; for example, 0.34 means a 34% yield). The reactants are C([O:4][CH2:5][C:6]1[C:7]([N:39]2[CH2:51][CH2:50][N:42]3[C:43]4[CH2:44][CH2:45][CH2:46][CH2:47][C:48]=4[CH:49]=[C:41]3[C:40]2=[O:52])=[N:8][CH:9]=[CH:10][C:11]=1[C:12]1[CH:17]=[C:16]([NH:18][C:19]2[CH:24]=[CH:23][C:22]([N:25]3[CH2:30][CH2:29][N:28]([CH:31]4[CH2:34][O:33][CH2:32]4)[CH2:27][C@@H:26]3[CH2:35][CH3:36])=[CH:21][N:20]=2)[C:15](=[O:37])[N:14]([CH3:38])[CH:13]=1)(=O)C.[Li+].[OH-]. The catalyst is CC(O)C.C1COCC1.O. The product is [CH2:35]([C@H:26]1[CH2:27][N:28]([CH:31]2[CH2:32][O:33][CH2:34]2)[CH2:29][CH2:30][N:25]1[C:22]1[CH:23]=[CH:24][C:19]([NH:18][C:16]2[C:15](=[O:37])[N:14]([CH3:38])[CH:13]=[C:12]([C:11]3[CH:10]=[CH:9][N:8]=[C:7]([N:39]4[CH2:51][CH2:50][N:42]5[C:43]6[CH2:44][CH2:45][CH2:46][CH2:47][C:48]=6[CH:49]=[C:41]5[C:40]4=[O:52])[C:6]=3[CH2:5][OH:4])[CH:17]=2)=[N:20][CH:21]=1)[CH3:36]. The yield is 0.250.